Dataset: Full USPTO retrosynthesis dataset with 1.9M reactions from patents (1976-2016). Task: Predict the reactants needed to synthesize the given product. (1) Given the product [F:1][C:2]1[CH:3]=[CH:4][C:5]([CH3:33])=[C:6]([CH:32]=1)[O:7][CH2:8][C:9]1[C:10]([C:23]2[CH:28]=[CH:27][C:26]([O:29][S:42]([CH3:41])(=[O:44])=[O:43])=[CH:25][C:24]=2[O:30][CH3:31])=[CH:11][CH:12]=[C:13]2[C:18]=1[N:17]([CH3:19])[C:16](=[O:20])[C:15]([CH3:22])([CH3:21])[NH:14]2, predict the reactants needed to synthesize it. The reactants are: [F:1][C:2]1[CH:3]=[CH:4][C:5]([CH3:33])=[C:6]([CH:32]=1)[O:7][CH2:8][C:9]1[C:10]([C:23]2[CH:28]=[CH:27][C:26]([OH:29])=[CH:25][C:24]=2[O:30][CH3:31])=[CH:11][CH:12]=[C:13]2[C:18]=1[N:17]([CH3:19])[C:16](=[O:20])[C:15]([CH3:22])([CH3:21])[NH:14]2.C(N(CC)CC)C.[CH3:41][S:42](Cl)(=[O:44])=[O:43]. (2) Given the product [C:6]([CH2:8][O:9][C:10](=[O:41])[C:11]([NH:32][NH2:33])([CH3:31])[CH2:12][C:13]1[CH:18]=[CH:17][C:16]([O:19][C:20]([O:22][CH2:23][CH3:24])=[O:21])=[C:15]([O:25][C:26]([O:28][CH2:29][CH3:30])=[O:27])[CH:14]=1)([OH:7])=[O:5], predict the reactants needed to synthesize it. The reactants are: C([O:5][C:6]([CH2:8][O:9][C:10](=[O:41])[C:11]([NH:32][NH:33]C(OC(C)(C)C)=O)([CH3:31])[CH2:12][C:13]1[CH:18]=[CH:17][C:16]([O:19][C:20]([O:22][CH2:23][CH3:24])=[O:21])=[C:15]([O:25][C:26]([O:28][CH2:29][CH3:30])=[O:27])[CH:14]=1)=[O:7])(C)(C)C.FC(F)(F)C(O)=O.Cl. (3) The reactants are: [Cl:1][C:2]1[CH:3]=[N:4][CH:5]=[C:6]([Cl:24])[C:7]=1[CH2:8][CH:9]([C:11]1[C:16]2[CH2:17][C:18]([CH3:21])([CH3:20])[O:19][C:15]=2[C:14]([O:22][CH3:23])=[CH:13][CH:12]=1)[OH:10].[Cr](Cl)([O-])(=O)=O.[NH+]1C=CC=CC=1. Given the product [Cl:1][C:2]1[CH:3]=[N:4][CH:5]=[C:6]([Cl:24])[C:7]=1[CH2:8][C:9]([C:11]1[C:16]2[CH2:17][C:18]([CH3:20])([CH3:21])[O:19][C:15]=2[C:14]([O:22][CH3:23])=[CH:13][CH:12]=1)=[O:10], predict the reactants needed to synthesize it. (4) Given the product [S:1]1[C:5]([CH2:6][CH:7]2[CH2:12][CH2:11][CH2:10][CH2:9][N:8]2[C:30]([C:25]2[N:26]=[C:27]([CH3:29])[S:28][C:24]=2[C:21]2[CH:22]=[CH:23][C:18]([F:17])=[CH:19][CH:20]=2)=[O:31])=[CH:4][C:3]2[CH:13]=[CH:14][CH:15]=[CH:16][C:2]1=2, predict the reactants needed to synthesize it. The reactants are: [S:1]1[C:5]([CH2:6][CH:7]2[CH2:12][CH2:11][CH2:10][CH2:9][NH:8]2)=[CH:4][C:3]2[CH:13]=[CH:14][CH:15]=[CH:16][C:2]1=2.[F:17][C:18]1[CH:23]=[CH:22][C:21]([C:24]2[S:28][C:27]([CH3:29])=[N:26][C:25]=2[C:30](O)=[O:31])=[CH:20][CH:19]=1. (5) Given the product [C:16]([NH:15][C:14]1[N:13]2[C:9]([S:10][CH:11]=[CH:12]2)=[N:8][C:7]=1[C:5]1[S:6][C:2]([C:21]#[C:20][C:22]2[CH:27]=[CH:26][CH:25]=[CH:24][N:23]=2)=[CH:3][N:4]=1)([CH3:19])([CH3:18])[CH3:17], predict the reactants needed to synthesize it. The reactants are: Br[C:2]1[S:6][C:5]([C:7]2[N:8]=[C:9]3[N:13]([C:14]=2[NH:15][C:16]([CH3:19])([CH3:18])[CH3:17])[CH:12]=[CH:11][S:10]3)=[N:4][CH:3]=1.[C:20]([C:22]1[CH:27]=[CH:26][CH:25]=[CH:24][N:23]=1)#[CH:21].CCN(CC)CC. (6) Given the product [Br:1][C:2]1[C:3]2[C:4]3[C:9](=[CH:8][C:7]([C:29]([OH:28])([CH3:30])[CH3:33])=[CH:6][C:5]=3[CH3:23])[NH:31][C:11]=2[C:12]([C:15]([NH2:16])=[O:17])=[CH:13][CH:14]=1, predict the reactants needed to synthesize it. The reactants are: [Br:1][C:2]1[CH:14]=[CH:13][C:12]([C:15](=[O:17])[NH2:16])=[C:11]2[C:3]=1[C:4]1[C:5]([CH3:23])=[CH:6][C:7](C(OCC)=O)=[CH:8][C:9]=1N2.C[Li].CC[O:28][CH2:29][CH3:30].[NH4+:31].[Cl-].[CH2:33]1COCC1. (7) Given the product [F:17][C:18]1[CH:19]=[C:20]([NH:25][C:26]([NH:14][CH2:13][CH2:12][CH2:11][N:9]2[CH2:10][CH:7]([O:6][C:5]3[CH:4]=[CH:3][C:2]([F:1])=[CH:16][CH:15]=3)[CH2:8]2)=[O:27])[CH:21]=[CH:22][C:23]=1[F:24], predict the reactants needed to synthesize it. The reactants are: [F:1][C:2]1[CH:16]=[CH:15][C:5]([O:6][CH:7]2[CH2:10][N:9]([CH2:11][CH2:12][CH2:13][NH2:14])[CH2:8]2)=[CH:4][CH:3]=1.[F:17][C:18]1[CH:19]=[C:20]([N:25]=[C:26]=[O:27])[CH:21]=[CH:22][C:23]=1[F:24]. (8) Given the product [CH:1]([O:4][C:5]1[CH:10]=[CH:9][C:8]([C:11]2[O:15][N:14]=[C:13]3[C:16]4[C:21]([CH2:22][CH2:23][C:12]=23)=[CH:20][C:19]([CH:24]=[O:34])=[CH:18][CH:17]=4)=[CH:7][C:6]=1[C:26]([F:28])([F:27])[F:29])([CH3:3])[CH3:2], predict the reactants needed to synthesize it. The reactants are: [CH:1]([O:4][C:5]1[CH:10]=[CH:9][C:8]([C:11]2[O:15][N:14]=[C:13]3[C:16]4[C:21]([CH2:22][CH2:23][C:12]=23)=[CH:20][C:19]([CH:24]=C)=[CH:18][CH:17]=4)=[CH:7][C:6]=1[C:26]([F:29])([F:28])[F:27])([CH3:3])[CH3:2].C[N+]1([O-])CC[O:34]CC1.I([O-])(=O)(=O)=O.[Na+]. (9) Given the product [O:1]1[CH2:6][CH2:5][N:4]([C:7]2[N:12]=[CH:11][C:10]([C:25]3[CH:26]=[CH:27][C:28]4[N:34]5[CH2:35][C@H:31]([CH2:32][CH2:33]5)[N:30]([C:36]([NH:38][C:39]5[CH:44]=[CH:43][CH:42]=[CH:41][N:40]=5)=[O:37])[C:29]=4[N:45]=3)=[CH:9][CH:8]=2)[CH2:3][CH2:2]1, predict the reactants needed to synthesize it. The reactants are: [O:1]1[CH2:6][CH2:5][N:4]([C:7]2[N:12]=[CH:11][C:10](B(O)O)=[CH:9][CH:8]=2)[CH2:3][CH2:2]1.[O-]P([O-])([O-])=O.[K+].[K+].[K+].Cl[C:25]1[CH:26]=[CH:27][C:28]2[N:34]3[CH2:35][C@H:31]([CH2:32][CH2:33]3)[N:30]([C:36]([NH:38][C:39]3[CH:44]=[CH:43][CH:42]=[CH:41][N:40]=3)=[O:37])[C:29]=2[N:45]=1.CC(C1C=C(C(C)C)C(C2C=CC=CC=2P(C2CCCCC2)C2CCCCC2)=C(C(C)C)C=1)C.